From a dataset of Full USPTO retrosynthesis dataset with 1.9M reactions from patents (1976-2016). Predict the reactants needed to synthesize the given product. (1) Given the product [N:17]1[CH:18]=[CH:19][CH:20]=[CH:21][C:16]=1[C:2]#[C:1][C:3]1[CH:8]=[CH:7][C:6]([CH2:9][CH2:10][C:11]([O:13][CH3:14])=[O:12])=[CH:5][CH:4]=1, predict the reactants needed to synthesize it. The reactants are: [C:1]([C:3]1[CH:8]=[CH:7][C:6]([CH2:9][CH2:10][C:11]([O:13][CH3:14])=[O:12])=[CH:5][CH:4]=1)#[CH:2].I[C:16]1[CH:21]=[CH:20][CH:19]=[CH:18][N:17]=1. (2) Given the product [CH2:25]([N:19]1[CH2:18][CH2:17][N:16]([C:11]2[CH:12]=[CH:13][CH:14]=[CH:15][C:10]=2[CH:4]2[CH2:3][C:2]([CH3:22])([CH3:1])[CH2:7][C:6]([CH3:8])([CH3:9])[CH2:5]2)[CH2:21][CH2:20]1)[C:24]#[CH:23], predict the reactants needed to synthesize it. The reactants are: [CH3:1][C:2]1([CH3:22])[CH2:7][C:6]([CH3:9])([CH3:8])[CH2:5][CH:4]([C:10]2[CH:15]=[CH:14][CH:13]=[CH:12][C:11]=2[N:16]2[CH2:21][CH2:20][NH:19][CH2:18][CH2:17]2)[CH2:3]1.[CH2:23](Br)[C:24]#[CH:25].C(=O)([O-])[O-].[K+].[K+].C(=O)([O-])O.[Na+].